This data is from Catalyst prediction with 721,799 reactions and 888 catalyst types from USPTO. The task is: Predict which catalyst facilitates the given reaction. Reactant: N1C=CN=C1.[Br:6][C:7]1[CH:15]=[C:14]2[C:10]([CH2:11][CH2:12]/[C:13]/2=[N:16]/[OH:17])=[CH:9][CH:8]=1.[CH:18]([Si:21](Cl)([CH:25]([CH3:27])[CH3:26])[CH:22]([CH3:24])[CH3:23])([CH3:20])[CH3:19]. Product: [CH:18]([Si:21]([CH:25]([CH3:27])[CH3:26])([CH:22]([CH3:24])[CH3:23])[O:17]/[N:16]=[C:13]1/[CH2:12][CH2:11][C:10]2[C:14]/1=[CH:15][C:7]([Br:6])=[CH:8][CH:9]=2)([CH3:20])[CH3:19]. The catalyst class is: 2.